Dataset: TCR-epitope binding with 47,182 pairs between 192 epitopes and 23,139 TCRs. Task: Binary Classification. Given a T-cell receptor sequence (or CDR3 region) and an epitope sequence, predict whether binding occurs between them. (1) The epitope is RPRGEVRFL. Result: 0 (the TCR does not bind to the epitope). The TCR CDR3 sequence is CAISDLAGPSTDTQYF. (2) The epitope is GILGFVFTL. The TCR CDR3 sequence is CRYKGQGVSGANVLTF. Result: 1 (the TCR binds to the epitope). (3) The epitope is RPPIFIRRL. The TCR CDR3 sequence is CASSSPASSTDTQYF. Result: 0 (the TCR does not bind to the epitope). (4) The epitope is SEPVLKGVKL. The TCR CDR3 sequence is CASTGYMNTEAFF. Result: 0 (the TCR does not bind to the epitope). (5) The epitope is NLVPMVATV. The TCR CDR3 sequence is CASTIAGARYNEQFF. Result: 0 (the TCR does not bind to the epitope). (6) Result: 0 (the TCR does not bind to the epitope). The TCR CDR3 sequence is CASSRRTSGGSDTQYF. The epitope is TPGPGVRYPL. (7) The epitope is LVLSVNPYV. The TCR CDR3 sequence is CASSLPLGSYNEQFF. Result: 0 (the TCR does not bind to the epitope). (8) The epitope is GVAMPNLYK. The TCR CDR3 sequence is CASGNSGVPSYEQYF. Result: 0 (the TCR does not bind to the epitope). (9) The epitope is KRWIILGLNK. The TCR CDR3 sequence is CASSAGTSSRNTGELFF. Result: 0 (the TCR does not bind to the epitope). (10) The epitope is KEIDRLNEV. The TCR CDR3 sequence is CSAEQGNTEAFF. Result: 0 (the TCR does not bind to the epitope).